Dataset: Reaction yield outcomes from USPTO patents with 853,638 reactions. Task: Predict the reaction yield, written as a fraction of the theoretical maximum amount of product (1.0 means a 100% yield; for example, 0.34 means a 34% yield). (1) The reactants are [Cl:1][C:2]1[CH:3]=[N:4][N:5]([CH3:26])[C:6]=1[C:7]1[CH:8]=[C:9]([NH:14][C:15](=[O:25])[C:16]2[CH:21]=[CH:20][C:19]([O:22][CH3:23])=[CH:18][C:17]=2[F:24])[CH:10]=[CH:11][C:12]=1[OH:13].C1(P(C2C=CC=CC=2)C2C=CC=CC=2)C=CC=CC=1.ClC1C=NN(C)C=1C1C=C(NC(=O)C2C=CC(OC)=CC=2F)C=CC=1O.C1COCC1.CC(OC(/N=N/C(OC(C)C)=O)=O)C.[F:91][C:92]([F:106])([F:105])[CH2:93][CH:94]([NH:97]C(=O)OC(C)(C)C)[CH2:95]O.[C:107]([OH:113])([C:109]([F:112])([F:111])[F:110])=[O:108]. The catalyst is C1COCC1. The product is [F:110][C:109]([F:112])([F:111])[C:107]([OH:113])=[O:108].[NH2:97][CH:94]([CH2:93][C:92]([F:106])([F:105])[F:91])[CH2:95][O:13][C:12]1[CH:11]=[CH:10][C:9]([NH:14][C:15](=[O:25])[C:16]2[CH:21]=[CH:20][C:19]([O:22][CH3:23])=[CH:18][C:17]=2[F:24])=[CH:8][C:7]=1[C:6]1[N:5]([CH3:26])[N:4]=[CH:3][C:2]=1[Cl:1]. The yield is 0.245. (2) The reactants are C(Br)(C)=O.[CH3:5][C:6]1[CH:7]=[C:8]([C:28]#[N:29])[C:9]2[CH:10]=[CH:11][N:12]([C:15]3[C:20]([CH:21]([CH3:23])[CH3:22])=[C:19]([O:24]C)[N:18]=[C:17]([O:26]C)[N:16]=3)[C:13]=2[CH:14]=1. No catalyst specified. The product is [CH:21]([C:20]1[C:19](=[O:24])[NH:18][C:17](=[O:26])[NH:16][C:15]=1[N:12]1[C:13]2[CH:14]=[C:6]([CH3:5])[CH:7]=[C:8]([C:28]#[N:29])[C:9]=2[CH:10]=[CH:11]1)([CH3:23])[CH3:22]. The yield is 0.650.